Dataset: Full USPTO retrosynthesis dataset with 1.9M reactions from patents (1976-2016). Task: Predict the reactants needed to synthesize the given product. (1) Given the product [CH3:40][C:2]1[CH:3]=[C:4]([CH:33]=[CH:34][C:35]=1[C:36]([CH3:38])([CH3:37])[CH3:39])[CH2:5][N:6]1[C:10](=[O:11])[N:9]([CH2:12][CH3:13])[C:8]([CH2:14][CH2:15][CH2:16][C:17]2[CH:18]=[CH:19][C:20]([C:23]3[CH:28]=[CH:27][CH:26]=[C:25]([CH2:29][C:30]([OH:32])=[O:31])[CH:24]=3)=[CH:21][CH:22]=2)=[N:7]1, predict the reactants needed to synthesize it. The reactants are: Br[C:2]1[CH:3]=[C:4]([CH:33]=[CH:34][C:35]=1[C:36]([CH3:39])([CH3:38])[CH3:37])[CH2:5][N:6]1[C:10](=[O:11])[N:9]([CH2:12][CH3:13])[C:8]([CH2:14][CH2:15][CH2:16][C:17]2[CH:22]=[CH:21][C:20]([C:23]3[CH:28]=[CH:27][CH:26]=[C:25]([CH2:29][C:30]([OH:32])=[O:31])[CH:24]=3)=[CH:19][CH:18]=2)=[N:7]1.[CH3:40]B(O)O. (2) Given the product [CH2:12]([O:14][C:15]([C:17]1[C:18]2[CH2:26][CH2:25][CH2:24][CH2:23][C:19]=2[S:20][C:21]=1[NH:22][C:7](=[O:9])[C:6]1[CH:10]=[C:2]([Cl:1])[CH:3]=[CH:4][C:5]=1[OH:11])=[O:16])[CH3:13], predict the reactants needed to synthesize it. The reactants are: [Cl:1][C:2]1[CH:10]=[C:6]([C:7]([OH:9])=O)[C:5]([OH:11])=[CH:4][CH:3]=1.[CH2:12]([O:14][C:15]([C:17]1[C:18]2[CH2:26][CH2:25][CH2:24][CH2:23][C:19]=2[S:20][C:21]=1[NH2:22])=[O:16])[CH3:13].